Task: Predict the reactants needed to synthesize the given product.. Dataset: Full USPTO retrosynthesis dataset with 1.9M reactions from patents (1976-2016) (1) Given the product [CH2:16]([O:18][C:19]([C:20]1[CH:21]=[C:22]([CH3:23])[N:2]([C:4]2[CH:12]=[CH:11][C:10]([N+:13]([O-:15])=[O:14])=[CH:9][C:5]=2[C:6]([OH:8])=[O:7])[N:3]=1)=[O:26])[CH3:17], predict the reactants needed to synthesize it. The reactants are: Cl.[NH:2]([C:4]1[CH:12]=[CH:11][C:10]([N+:13]([O-:15])=[O:14])=[CH:9][C:5]=1[C:6]([OH:8])=[O:7])[NH2:3].[CH2:16]([O:18][C:19](=[O:26])[C:20](=O)[CH2:21][C:22](=O)[CH3:23])[CH3:17]. (2) The reactants are: [N:1]1[CH:6]=[CH:5][C:4]([N:7]2[CH2:12][CH2:11][CH:10]([CH2:13][O:14][C:15]([NH:17][NH:18][C:19]3[C:20]([NH2:25])=[CH:21][CH:22]=[CH:23][CH:24]=3)=[O:16])[CH2:9][CH2:8]2)=[CH:3][CH:2]=1.[Br:26][C:27]1[CH:28]=[C:29]([CH:33]=[CH:34][CH:35]=1)[C:30]([Cl:32])=[O:31]. Given the product [OH2:14].[ClH:32].[Br:26][C:27]1[CH:28]=[C:29]([CH:33]=[CH:34][CH:35]=1)[C:30]([NH:25][C:20]1[C:19]([NH:18][NH:17][C:15]([O:14][CH2:13][CH:10]2[CH2:9][CH2:8][N:7]([C:4]3[CH:5]=[CH:6][N:1]=[CH:2][CH:3]=3)[CH2:12][CH2:11]2)=[O:16])=[CH:24][CH:23]=[CH:22][CH:21]=1)=[O:31], predict the reactants needed to synthesize it.